This data is from Forward reaction prediction with 1.9M reactions from USPTO patents (1976-2016). The task is: Predict the product of the given reaction. (1) Given the reactants [N+:1]([C:4]1[CH:11]=[C:10]([C:12](=[O:15])[CH2:13][CH3:14])[CH:9]=[CH:8][C:5]=1[C:6]#N)([O-:3])=[O:2].[OH2:16].S(=O)(=O)(O)O.[OH-:22].[Na+], predict the reaction product. The product is: [N+:1]([C:4]1[CH:11]=[C:10]([C:12](=[O:15])[CH2:13][CH3:14])[CH:9]=[CH:8][C:5]=1[C:6]([OH:22])=[O:16])([O-:3])=[O:2]. (2) Given the reactants [CH3:1][O:2][C:3]1[CH:4]=[C:5]2[C:10](=[CH:11][C:12]=1[O:13][CH3:14])[N:9]=[CH:8][CH:7]=[C:6]2[O:15][C:16]1[CH:22]=[CH:21][C:19]([NH2:20])=[CH:18][CH:17]=1.C1(C)C=CC=CC=1.C(N(CC)CC)C.Cl[C:38](Cl)([O:40][C:41](=[O:47])OC(Cl)(Cl)Cl)Cl.[F:49][C:50]([F:61])([F:60])[C:51]1[CH:52]=[C:53]([CH:57]=[CH:58][CH:59]=1)[CH2:54]CO, predict the reaction product. The product is: [CH3:1][O:2][C:3]1[CH:4]=[C:5]2[C:10](=[CH:11][C:12]=1[O:13][CH3:14])[N:9]=[CH:8][CH:7]=[C:6]2[O:15][C:16]1[CH:22]=[CH:21][C:19]([NH:20][C:41](=[O:47])[O:40][CH2:38][CH2:54][C:53]2[CH:57]=[CH:58][CH:59]=[C:51]([C:50]([F:49])([F:60])[F:61])[CH:52]=2)=[CH:18][CH:17]=1. (3) Given the reactants [F:1][C:2]([F:18])([C:6]1[CH:11]=[CH:10][C:9]([O:12][CH3:13])=[CH:8][C:7]=1[C:14]([F:17])([F:16])[F:15])[C:3]([OH:5])=O.P(Cl)(Cl)(Cl)=O.Cl.[NH2:25][CH2:26][C:27]1[CH:28]=[C:29]2[C:33](=[CH:34][CH:35]=1)[C:32](=[O:36])[N:31]([CH:37]1[CH2:42][CH2:41][C:40](=[O:43])[NH:39][C:38]1=[O:44])[CH2:30]2.C(=O)(O)[O-].[Na+], predict the reaction product. The product is: [O:44]=[C:38]1[CH:37]([N:31]2[CH2:30][C:29]3[C:33](=[CH:34][CH:35]=[C:27]([CH2:26][NH:25][C:3](=[O:5])[C:2]([F:1])([F:18])[C:6]4[CH:11]=[CH:10][C:9]([O:12][CH3:13])=[CH:8][C:7]=4[C:14]([F:17])([F:16])[F:15])[CH:28]=3)[C:32]2=[O:36])[CH2:42][CH2:41][C:40](=[O:43])[NH:39]1. (4) The product is: [F:31][C:28]1[CH:27]=[CH:26][C:25]([N:8]2[CH2:9][CH2:10][C:11]3[C:16](=[CH:15][CH:14]=[C:13]([O:17][CH2:18][C:19]4[CH:20]=[CH:21][CH:22]=[CH:23][CH:24]=4)[CH:12]=3)[CH:7]2[CH2:6][C:5]2[CH:4]=[CH:3][C:2]([C:45]3[CH:46]=[CH:47][N:42]=[CH:43][CH:44]=3)=[CH:33][CH:32]=2)=[CH:30][CH:29]=1. Given the reactants Br[C:2]1[CH:33]=[CH:32][C:5]([CH2:6][CH:7]2[C:16]3[C:11](=[CH:12][C:13]([O:17][CH2:18][C:19]4[CH:24]=[CH:23][CH:22]=[CH:21][CH:20]=4)=[CH:14][CH:15]=3)[CH2:10][CH2:9][N:8]2[C:25]2[CH:30]=[CH:29][C:28]([F:31])=[CH:27][CH:26]=2)=[CH:4][CH:3]=1.P([O-])([O-])([O-])=O.[K+].[K+].[K+].[N:42]1[CH:47]=[CH:46][C:45](B(O)O)=[CH:44][CH:43]=1, predict the reaction product. (5) Given the reactants [F:1][C:2]1[CH:3]=[CH:4][C:5]([O:18][CH:19]([CH3:21])[CH3:20])=[C:6]([N:8]2[CH2:13][CH2:12][N:11]([CH2:14][CH2:15][CH2:16][NH2:17])[CH2:10][CH2:9]2)[CH:7]=1.[CH3:22][C:23]1[C:24](=O)[O:25][C:26](=[O:29])[C:27]=1[CH3:28], predict the reaction product. The product is: [F:1][C:2]1[CH:3]=[CH:4][C:5]([O:18][CH:19]([CH3:21])[CH3:20])=[C:6]([N:8]2[CH2:13][CH2:12][N:11]([CH2:14][CH2:15][CH2:16][N:17]3[C:24](=[O:25])[C:23]([CH3:22])=[C:27]([CH3:28])[C:26]3=[O:29])[CH2:10][CH2:9]2)[CH:7]=1. (6) Given the reactants Br[C:2]1[CH:3]=[C:4]([CH:21]=[C:22]([Cl:24])[CH:23]=1)[CH2:5][O:6][C:7]1[CH:12]=[CH:11][CH:10]=[CH:9][C:8]=1[CH2:13][C:14]([O:16][C:17]([CH3:20])([CH3:19])[CH3:18])=[O:15].[CH:25]1([CH2:28][NH2:29])[CH2:27][CH2:26]1, predict the reaction product. The product is: [Cl:24][C:22]1[CH:21]=[C:4]([CH:3]=[C:2]([NH:29][CH2:28][CH:25]2[CH2:27][CH2:26]2)[CH:23]=1)[CH2:5][O:6][C:7]1[CH:12]=[CH:11][CH:10]=[CH:9][C:8]=1[CH2:13][C:14]([O:16][C:17]([CH3:20])([CH3:19])[CH3:18])=[O:15].